From a dataset of Retrosynthesis with 50K atom-mapped reactions and 10 reaction types from USPTO. Predict the reactants needed to synthesize the given product. (1) Given the product CC(=O)OCc1c(I)c(NC(=O)C(COC(C)=O)(COC(C)=O)COC(C)=O)c(I)c(C(=O)NCC(COC(C)=O)OC(C)=O)c1I, predict the reactants needed to synthesize it. The reactants are: CC(=O)OCC(COC(C)=O)(COC(C)=O)C(=O)Cl.CC(=O)OCc1c(I)c(N)c(I)c(C(=O)NCC(COC(C)=O)OC(C)=O)c1I. (2) The reactants are: ICCCCc1ccc(OCc2ccccc2)cc1.c1c[nH]nn1. Given the product c1ccc(COc2ccc(CCCCn3ccnn3)cc2)cc1, predict the reactants needed to synthesize it.